Task: Predict the reactants needed to synthesize the given product.. Dataset: Full USPTO retrosynthesis dataset with 1.9M reactions from patents (1976-2016) (1) Given the product [CH3:38][C:33]1[C:32]([CH2:31][N:12]2[CH2:13][CH:8]3[CH2:14][CH:11]2[CH2:10][N:9]3[C:15]2[N:20]=[C:19]([NH2:21])[N:18]3[N:22]=[C:23]([C:25]4[O:26][CH:27]=[CH:28][CH:29]=4)[N:24]=[C:17]3[CH:16]=2)=[C:36]([CH3:37])[O:35][N:34]=1, predict the reactants needed to synthesize it. The reactants are: C(O)(C(F)(F)F)=O.[CH:8]12[CH2:14][CH:11]([NH:12][CH2:13]1)[CH2:10][N:9]2[C:15]1[N:20]=[C:19]([NH2:21])[N:18]2[N:22]=[C:23]([C:25]3[O:26][CH:27]=[CH:28][CH:29]=3)[N:24]=[C:17]2[CH:16]=1.Cl[CH2:31][C:32]1[C:33]([CH3:38])=[N:34][O:35][C:36]=1[CH3:37].CCN(CC)CC. (2) Given the product [CH2:1]([O:8][CH2:9][CH2:10][C@H:11]([NH:25][C:26](=[O:27])[O:28][C:29]([CH3:30])([CH3:32])[CH3:31])[C:12]([NH:14][N:15]1[CH:19]=[CH:18][C:17]([Br:20])=[C:16]1[C:21](=[O:23])[NH:37][C:36]1[CH:35]=[C:34]([F:33])[CH:40]=[C:39]([F:41])[CH:38]=1)=[O:13])[C:2]1[CH:7]=[CH:6][CH:5]=[CH:4][CH:3]=1, predict the reactants needed to synthesize it. The reactants are: [CH2:1]([O:8][CH2:9][CH2:10][C@H:11]([NH:25][C:26]([O:28][C:29]([CH3:32])([CH3:31])[CH3:30])=[O:27])[C:12]([NH:14][N:15]1[CH:19]=[CH:18][C:17]([Br:20])=[C:16]1[C:21]([O:23]C)=O)=[O:13])[C:2]1[CH:7]=[CH:6][CH:5]=[CH:4][CH:3]=1.[F:33][C:34]1[CH:35]=[C:36]([CH:38]=[C:39]([F:41])[CH:40]=1)[NH2:37].C[Al](C)C. (3) Given the product [F:5][C:6]1[CH:7]=[C:8]([CH:11]=[C:12]([F:16])[C:13]=1[OH:14])[C:9]#[N:10], predict the reactants needed to synthesize it. The reactants are: B(Br)(Br)Br.[F:5][C:6]1[CH:7]=[C:8]([CH:11]=[C:12]([F:16])[C:13]=1[O:14]C)[C:9]#[N:10]. (4) Given the product [CH3:24][N:25]1[CH:29]=[C:28]([C:2]2[CH:7]=[CH:6][C:5]([N:8]3[C:12]4[N:13]=[C:14]([NH:17][C@H:18]5[CH2:22][CH2:21][C@H:20]([OH:23])[CH2:19]5)[N:15]=[CH:16][C:11]=4[N:10]=[N:9]3)=[CH:4][CH:3]=2)[CH:27]=[N:26]1, predict the reactants needed to synthesize it. The reactants are: Br[C:2]1[CH:7]=[CH:6][C:5]([N:8]2[C:12]3[N:13]=[C:14]([NH:17][C@H:18]4[CH2:22][CH2:21][C@H:20]([OH:23])[CH2:19]4)[N:15]=[CH:16][C:11]=3[N:10]=[N:9]2)=[CH:4][CH:3]=1.[CH3:24][N:25]1[CH:29]=[C:28](B2OC(C)(C)C(C)(C)O2)[CH:27]=[N:26]1.C(=O)([O-])[O-].[K+].[K+]. (5) The reactants are: [Cl:1][C:2]1[C:3]([O:12][C:13]2[CH:18]=[C:17]([O:19][CH2:20][O:21][CH3:22])[CH:16]=[CH:15][C:14]=2[CH2:23][CH2:24][C:25](OCC)=[O:26])=[N:4][CH:5]=[C:6]([C:8]([F:11])([F:10])[F:9])[CH:7]=1.[H-].C([Al+]CC(C)C)C(C)C. Given the product [Cl:1][C:2]1[C:3]([O:12][C:13]2[CH:18]=[C:17]([O:19][CH2:20][O:21][CH3:22])[CH:16]=[CH:15][C:14]=2[CH2:23][CH2:24][CH2:25][OH:26])=[N:4][CH:5]=[C:6]([C:8]([F:10])([F:9])[F:11])[CH:7]=1, predict the reactants needed to synthesize it. (6) Given the product [CH3:20][O:19][C:18]([NH:17][C@H:13]([C:12]([N:8]1[CH2:9][CH2:10][CH2:11][CH:7]1[C:5]1[NH:6][C:2]([C:31]2[CH:36]=[C:35]3[CH2:37][O:38][C:39]4[CH:63]=[C:62]5[C:42]([CH:43]=[CH:44][C:45]6[N:49]=[C:48]([CH:50]7[CH2:54][CH2:53][CH2:52][N:51]7[C:55]([O:57][C:58]([CH3:59])([CH3:60])[CH3:61])=[O:56])[NH:47][C:46]=65)=[CH:41][C:40]=4[C:34]3=[CH:33][CH:32]=2)=[CH:3][N:4]=1)=[O:22])[CH:14]([CH3:16])[CH3:15])=[O:21], predict the reactants needed to synthesize it. The reactants are: Br[C:2]1[NH:6][C:5]([C@@H:7]2[CH2:11][CH2:10][CH2:9][N:8]2[C:12](=[O:22])[C@@H:13]([NH:17][C:18](=[O:21])[O:19][CH3:20])[CH:14]([CH3:16])[CH3:15])=[N:4][CH:3]=1.CC1(C)C(C)(C)OB([C:31]2[CH:36]=[C:35]3[CH2:37][O:38][C:39]4[CH:63]=[C:62]5[C:42]([CH:43]=[CH:44][C:45]6[N:49]=[C:48]([CH:50]7[CH2:54][CH2:53][CH2:52][N:51]7[C:55]([O:57][C:58]([CH3:61])([CH3:60])[CH3:59])=[O:56])[NH:47][C:46]=65)=[CH:41][C:40]=4[C:34]3=[CH:33][CH:32]=2)O1.C(=O)([O-])[O-].[K+].[K+]. (7) Given the product [C:21]([O:20][C:19](=[O:25])[NH:11][CH2:10][CH:9]([S:8][CH2:1][C:2]1[CH:7]=[CH:6][CH:5]=[CH:4][CH:3]=1)[CH:12]([O:13][CH3:14])[O:15][CH3:16])([CH3:24])([CH3:23])[CH3:22], predict the reactants needed to synthesize it. The reactants are: [CH2:1]([S:8][CH:9]([CH:12]([O:15][CH3:16])[O:13][CH3:14])[CH2:10][NH2:11])[C:2]1[CH:7]=[CH:6][CH:5]=[CH:4][CH:3]=1.[OH-].[Na+].[C:19](=O)([OH:25])[O:20][C:21]([CH3:24])([CH3:23])[CH3:22]. (8) Given the product [Cl:1][C:2]1[CH:3]=[C:4]2[C:9](=[CH:10][CH:11]=1)[CH:8]=[C:7]([S:12][C:14]([CH3:19])([CH3:13])[CH2:15][C:16]([OH:18])=[O:17])[CH:6]=[CH:5]2, predict the reactants needed to synthesize it. The reactants are: [Cl:1][C:2]1[CH:3]=[C:4]2[C:9](=[CH:10][CH:11]=1)[CH:8]=[C:7]([SH:12])[CH:6]=[CH:5]2.[CH3:13][C:14]([CH3:19])=[CH:15][C:16]([OH:18])=[O:17].C(N(CC)CC)C.